Dataset: Catalyst prediction with 721,799 reactions and 888 catalyst types from USPTO. Task: Predict which catalyst facilitates the given reaction. (1) Reactant: [C:1]1([SH:7])[CH:6]=[CH:5][CH:4]=[CH:3][CH:2]=1.[H-].[Na+].[Br:10][C:11]([F:17])([F:16])[C:12](Br)([F:14])[F:13].O. Product: [Br:10][C:11]([F:17])([F:16])[C:12]([S:7][C:1]1[CH:6]=[CH:5][CH:4]=[CH:3][CH:2]=1)([F:14])[F:13]. The catalyst class is: 3. (2) Reactant: [Cl:1][C:2]1[C:3]([O:16]C(OC)=O)=[C:4]([CH:9]=[CH:10][C:11]=1[C:12]([F:15])([F:14])[F:13])[C:5]([O:7][CH3:8])=[O:6].C(=O)([O-])[O-].[K+].[K+]. Product: [Cl:1][C:2]1[C:3]([OH:16])=[C:4]([CH:9]=[CH:10][C:11]=1[C:12]([F:14])([F:15])[F:13])[C:5]([O:7][CH3:8])=[O:6]. The catalyst class is: 5. (3) Reactant: [OH:1][C:2]1[C:11]2[C:6](=[N:7][CH:8]=[CH:9][CH:10]=2)[N:5]([CH2:12][CH2:13][CH:14]([CH3:16])[CH3:15])[C:4](=[O:17])[C:3]=1[C:18]1[NH:23][C:22]2[CH:24]=[CH:25][C:26]([NH:28][S:29]([N:32]3[CH2:36][CH2:35]O[C:33]3=O)(=[O:31])=[O:30])=[CH:27][C:21]=2[S:20](=[O:39])(=[O:38])[N:19]=1.Cl.N1CCC1.C(=O)([O-])[O-].[K+].[K+]. Product: [OH:1][C:2]1[C:11]2[C:6](=[N:7][CH:8]=[CH:9][CH:10]=2)[N:5]([CH2:12][CH2:13][CH:14]([CH3:15])[CH3:16])[C:4](=[O:17])[C:3]=1[C:18]1[NH:23][C:22]2[CH:24]=[CH:25][C:26]([NH:28][S:29]([N:32]3[CH2:36][CH2:35][CH2:33]3)(=[O:30])=[O:31])=[CH:27][C:21]=2[S:20](=[O:39])(=[O:38])[N:19]=1. The catalyst class is: 10.